Dataset: CYP1A2 inhibition data for predicting drug metabolism from PubChem BioAssay. Task: Regression/Classification. Given a drug SMILES string, predict its absorption, distribution, metabolism, or excretion properties. Task type varies by dataset: regression for continuous measurements (e.g., permeability, clearance, half-life) or binary classification for categorical outcomes (e.g., BBB penetration, CYP inhibition). Dataset: cyp1a2_veith. (1) The molecule is O=C(Nc1cccn(Cc2c(Cl)cccc2Cl)c1=O)c1ccccc1. The result is 1 (inhibitor). (2) The drug is COc1ccc(Oc2ncc3ncc(=O)n(C[C@H]4CCCO4)c3n2)cc1. The result is 1 (inhibitor). (3) The drug is CC(=O)O.Cc1c2cc[n+](CCN3CCCCC3)cc2c(C)c2c1[nH]c1ccc(O)cc12. The result is 1 (inhibitor). (4) The result is 0 (non-inhibitor). The drug is O=C(O)/C=C\C(=O)NCc1ccccc1. (5) The drug is O=c1c(-c2ccc(O)cc2)coc2cc(O)cc(O)c12. The result is 1 (inhibitor). (6) The molecule is CN1CCC[C@@H]1c1cccnc1.O=C(O)c1ccccc1O.O=C([OH2+])c1ccccc1O.O=C([OH2+])c1ccccc1O.[Mn]. The result is 0 (non-inhibitor).